This data is from Full USPTO retrosynthesis dataset with 1.9M reactions from patents (1976-2016). The task is: Predict the reactants needed to synthesize the given product. Given the product [CH2:1]([N:8]1[CH2:13][CH2:12][C:11]2([NH:18][CH2:19][CH2:20][NH:21][C:22]2=[O:24])[CH2:10][CH2:9]1)[C:2]1[CH:7]=[CH:6][CH:5]=[CH:4][CH:3]=1, predict the reactants needed to synthesize it. The reactants are: [CH2:1]([N:8]1[CH2:13][CH2:12][C:11]([NH:18][CH2:19][CH2:20][NH:21][C:22]([O:24]C(C)(C)C)=O)(C(OC)=O)[CH2:10][CH2:9]1)[C:2]1[CH:7]=[CH:6][CH:5]=[CH:4][CH:3]=1.C(O)(C(F)(F)F)=O.CCN(CC)CC.